This data is from Reaction yield outcomes from USPTO patents with 853,638 reactions. The task is: Predict the reaction yield, written as a fraction of the theoretical maximum amount of product (1.0 means a 100% yield; for example, 0.34 means a 34% yield). (1) The yield is 0.570. The product is [F:52][C:46]1[C:47]([F:51])=[CH:48][CH:49]=[CH:50][C:45]=1[NH:44][C:42](=[O:43])[CH2:41][C:39]1[NH:38][N:37]=[C:36]([NH:35][C:29]2[C:28]3[C:33](=[CH:34][C:25]([O:24][CH2:23][CH2:22][CH2:21][CH2:20][N:16]4[CH2:17][CH2:18][CH2:19][C@H:15]4[CH2:14][OH:13])=[CH:26][CH:27]=3)[N:32]=[CH:31][N:30]=2)[CH:40]=1. No catalyst specified. The reactants are P([O:13][CH2:14][C@@H:15]1[CH2:19][CH2:18][CH2:17][N:16]1[CH2:20][CH2:21][CH2:22][CH2:23][O:24][C:25]1[CH:34]=[C:33]2[C:28]([C:29]([NH:35][C:36]3[CH:40]=[C:39]([CH2:41][C:42]([NH:44][C:45]4[CH:50]=[CH:49][CH:48]=[C:47]([F:51])[C:46]=4[F:52])=[O:43])[NH:38][N:37]=3)=[N:30][CH:31]=[N:32]2)=[CH:27][CH:26]=1)(OC(C)(C)C)(OC(C)(C)C)=O.N1CCC[C@H]1CO. (2) The reactants are O=[C:2]1[C:11]2[C:10]([C:12](OC)=[O:13])=[CH:9][CH:8]=[CH:7][C:6]=2[NH:5][CH:4]([C:16]2[CH:21]=[CH:20][CH:19]=[CH:18][N:17]=2)[CH:3]1[C:22]1[CH:27]=[CH:26][CH:25]=[CH:24][N:23]=1.O=C1C2C(C(OCC)=O)=CC=CC=2NC(C2C=CC=CN=2)C1C1C=CC=CN=1.O.[NH2:57][NH2:58]. No catalyst specified. The product is [N:17]1[CH:18]=[CH:19][CH:20]=[CH:21][C:16]=1[CH:4]1[NH:5][C:6]2[C:11]3[C:2](=[N:57][NH:58][C:12](=[O:13])[C:10]=3[CH:9]=[CH:8][CH:7]=2)[CH:3]1[C:22]1[CH:27]=[CH:26][CH:25]=[CH:24][N:23]=1. The yield is 0.370. (3) The yield is 0.420. The product is [CH2:12]([CH:7]([CH:6]=[O:17])[CH2:8][CH2:9][C:10]#[N:5])[CH3:13]. The catalyst is C(#N)C. The reactants are C([N:5]1[CH2:10][CH2:9][CH2:8][CH2:7][CH2:6]1)=CCC.C(#N)[CH:12]=[CH2:13].C(O)(=[O:17])C.O. (4) The reactants are [C-:1]#[N:2].[Na+].Cl.[CH3:5][NH:6][CH3:7].[C:8]1([C:14]2[N:15]=[C:16]([CH:19]=O)[S:17][CH:18]=2)[CH:13]=[CH:12][CH:11]=[CH:10][CH:9]=1. The catalyst is O.CO. The product is [CH3:5][N:6]([CH3:7])[CH:19]([C:16]1[S:17][CH:18]=[C:14]([C:8]2[CH:13]=[CH:12][CH:11]=[CH:10][CH:9]=2)[N:15]=1)[C:1]#[N:2]. The yield is 0.310. (5) The reactants are [Br:1][C:2]1[C:3]([OH:18])=[CH:4][C:5]2[C:6]([CH3:17])([CH3:16])[CH2:7][CH:8]=[C:9]([C:12]([CH3:15])([CH3:14])[CH3:13])[C:10]=2[CH:11]=1.[CH2:19](Br)[C:20]1[CH:25]=[CH:24][CH:23]=[CH:22][CH:21]=1. No catalyst specified. The product is [CH2:19]([O:18][C:3]1[CH:4]=[C:5]2[C:10]([C:9]([C:12]([CH3:13])([CH3:15])[CH3:14])=[CH:8][CH2:7][C:6]2([CH3:17])[CH3:16])=[CH:11][C:2]=1[Br:1])[C:20]1[CH:25]=[CH:24][CH:23]=[CH:22][CH:21]=1. The yield is 1.00. (6) The reactants are C(OC(=O)[NH:10][CH2:11][CH2:12][CH2:13][CH2:14][C:15]1[CH:20]=[CH:19][C:18]([O:21][CH2:22][CH2:23][CH2:24][C:25]#[N:26])=[CH:17][CH:16]=1)C1C=CC=CC=1.CO[CH:30](OC)[CH2:31][NH2:32]. The catalyst is C(O)C. The product is [NH:32]1[CH:31]=[CH:30][N:26]=[C:25]1[CH2:24][CH2:23][CH2:22][O:21][C:18]1[CH:17]=[CH:16][C:15]([CH2:14][CH2:13][CH2:12][CH2:11][NH2:10])=[CH:20][CH:19]=1. The yield is 0.230. (7) The reactants are [Si:1]([O:18][CH2:19][CH2:20][CH:21]1[CH2:23][CH:22]1[C@@H:24]([NH:29]C(=O)OCC1C=CC=CC=1)[CH2:25][CH:26]([CH3:28])[CH3:27])([C:14]([CH3:17])([CH3:16])[CH3:15])([C:8]1[CH:13]=[CH:12][CH:11]=[CH:10][CH:9]=1)[C:2]1[CH:7]=[CH:6][CH:5]=[CH:4][CH:3]=1. The catalyst is CO.CCOC(C)=O. The product is [Si:1]([O:18][CH2:19][CH2:20][CH:21]1[CH2:23][CH:22]1[C@@H:24]([NH2:29])[CH2:25][CH:26]([CH3:27])[CH3:28])([C:14]([CH3:17])([CH3:16])[CH3:15])([C:8]1[CH:9]=[CH:10][CH:11]=[CH:12][CH:13]=1)[C:2]1[CH:3]=[CH:4][CH:5]=[CH:6][CH:7]=1. The yield is 0.920.